Dataset: NCI-60 drug combinations with 297,098 pairs across 59 cell lines. Task: Regression. Given two drug SMILES strings and cell line genomic features, predict the synergy score measuring deviation from expected non-interaction effect. Drug 1: C1CN(CCN1C(=O)CCBr)C(=O)CCBr. Drug 2: CN(C(=O)NC(C=O)C(C(C(CO)O)O)O)N=O. Cell line: HCC-2998. Synergy scores: CSS=23.2, Synergy_ZIP=-3.82, Synergy_Bliss=4.97, Synergy_Loewe=-3.89, Synergy_HSA=1.38.